This data is from Full USPTO retrosynthesis dataset with 1.9M reactions from patents (1976-2016). The task is: Predict the reactants needed to synthesize the given product. Given the product [Cl:57][C:58]([Cl:62])([Cl:61])[C:59](=[NH:60])[O:30][C@H:29]1[O:38][C@H:39]([CH2:49][O:50][C:51](=[O:53])[CH3:52])[C@@H:40]([O:41][Si:42]([C:45]([CH3:46])([CH3:47])[CH3:48])([CH3:44])[CH3:43])[C@H:27]([O:26][C:23](=[O:25])[CH3:24])[C@H:28]1[N:54]=[N+:55]=[N-:56], predict the reactants needed to synthesize it. The reactants are: CCCC[N+](CCCC)(CCCC)CCCC.[F-].C(O)(=O)C.[C:23]([O:26][C@H:27]1[C@H:40]([O:41][Si:42]([C:45]([CH3:48])([CH3:47])[CH3:46])([CH3:44])[CH3:43])[C@@H:39]([CH2:49][O:50][C:51](=[O:53])[CH3:52])[O:38][C@@H:29]([O:30][Si](C(C)(C)C)(C)C)[C@@H:28]1[N:54]=[N+:55]=[N-:56])(=[O:25])[CH3:24].[Cl:57][C:58]([Cl:62])([Cl:61])[C:59]#[N:60].C1CCN2C(=NCCC2)CC1.